From a dataset of Catalyst prediction with 721,799 reactions and 888 catalyst types from USPTO. Predict which catalyst facilitates the given reaction. (1) Reactant: Br[CH2:2][CH2:3][CH2:4][CH2:5][CH2:6][C:7]([O:9][CH2:10][CH3:11])=[O:8].[O:12]=[C:13]([CH2:19][CH3:20])[CH2:14][C:15]([O:17][CH3:18])=[O:16].C(=O)([O-])[O-].[K+].[K+]. Product: [C:13]([CH:14]([CH2:2][CH2:3][CH2:4][CH2:5][CH2:6][C:7]([O:9][CH2:10][CH3:11])=[O:8])[C:15]([O:17][CH3:18])=[O:16])(=[O:12])[CH2:19][CH3:20]. The catalyst class is: 21. (2) Reactant: [CH3:1][N:2]1[C:10]2[CH:9]=[CH:8][CH:7]=[C:6]([C:11]([O:13]C3C=CC=CC=3)=[O:12])[C:5]=2[C:4]2([C:31]3[C:22](=[CH:23][C:24]4[O:29][CH2:28][CH2:27][O:26][C:25]=4[CH:30]=3)[O:21][CH2:20]2)[C:3]1=[O:32].O.[OH-].[Li+]. Product: [CH3:1][N:2]1[C:10]2[CH:9]=[CH:8][CH:7]=[C:6]([C:11]([OH:13])=[O:12])[C:5]=2[C:4]2([C:31]3[C:22](=[CH:23][C:24]4[O:29][CH2:28][CH2:27][O:26][C:25]=4[CH:30]=3)[O:21][CH2:20]2)[C:3]1=[O:32]. The catalyst class is: 30.